From a dataset of Forward reaction prediction with 1.9M reactions from USPTO patents (1976-2016). Predict the product of the given reaction. Given the reactants [CH2:1]([C:5]12[CH2:20][C:19](=[O:21])[CH:18]=[C:6]1[C:7]1[CH:8]=[CH:9][C:10]([O:14][CH2:15][O:16][CH3:17])=[CH:11][C:12]=1[CH2:13]2)[CH2:2][CH2:3][CH3:4].[CH:22]([N-]C(C)C)([CH3:24])[CH3:23].[Li+].C(I)CC, predict the reaction product. The product is: [CH2:1]([C@@:5]12[C@H:20]([CH2:23][CH2:22][CH3:24])[C:19](=[O:21])[CH:18]=[C:6]1[C:7]1[CH:8]=[CH:9][C:10]([O:14][CH2:15][O:16][CH3:17])=[CH:11][C:12]=1[CH2:13]2)[CH2:2][CH2:3][CH3:4].